From a dataset of Reaction yield outcomes from USPTO patents with 853,638 reactions. Predict the reaction yield, written as a fraction of the theoretical maximum amount of product (1.0 means a 100% yield; for example, 0.34 means a 34% yield). The reactants are [Cl:1][C:2]1[CH:7]=[CH:6][C:5]([C:8]2[C:12]3[CH2:13][N:14]([S:17]([CH3:20])(=[O:19])=[O:18])[CH2:15][CH2:16][C:11]=3[N:10]([CH2:21][CH2:22][CH2:23][N:24]3[CH2:29][CH2:28][O:27][CH2:26][CH2:25]3)[N:9]=2)=[CH:4][C:3]=1[C:30]#[C:31][C:32]1[CH:41]=[C:40]2[C:35]([CH2:36][C@@H:37]([C:49]([O:51]C)=[O:50])[N:38]([C:42]([O:44][C:45]([CH3:48])([CH3:47])[CH3:46])=[O:43])[CH2:39]2)=[CH:34][CH:33]=1.[OH-].[Na+].Cl. The catalyst is C1COCC1. The product is [Cl:1][C:2]1[CH:7]=[CH:6][C:5]([C:8]2[C:12]3[CH2:13][N:14]([S:17]([CH3:20])(=[O:19])=[O:18])[CH2:15][CH2:16][C:11]=3[N:10]([CH2:21][CH2:22][CH2:23][N:24]3[CH2:25][CH2:26][O:27][CH2:28][CH2:29]3)[N:9]=2)=[CH:4][C:3]=1[C:30]#[C:31][C:32]1[CH:41]=[C:40]2[C:35]([CH2:36][C@@H:37]([C:49]([OH:51])=[O:50])[N:38]([C:42]([O:44][C:45]([CH3:46])([CH3:47])[CH3:48])=[O:43])[CH2:39]2)=[CH:34][CH:33]=1. The yield is 0.960.